From a dataset of Forward reaction prediction with 1.9M reactions from USPTO patents (1976-2016). Predict the product of the given reaction. (1) Given the reactants [Si:1]([O:8][CH2:9][C@H:10]1[CH2:15][CH2:14][C@H:13]([N:16]2[C:21]3[C:22]4[CH:28]=[CH:27][N:26]([CH2:29][O:30][CH2:31][CH2:32][Si:33]([CH3:36])([CH3:35])[CH3:34])[C:23]=4[N:24]=[CH:25][C:20]=3[C:19](=[O:37])[NH:18][CH2:17]2)[CH2:12][CH2:11]1)([C:4]([CH3:7])([CH3:6])[CH3:5])([CH3:3])[CH3:2].[H-].[Na+].[CH3:40]I.O, predict the reaction product. The product is: [Si:1]([O:8][CH2:9][C@H:10]1[CH2:15][CH2:14][C@H:13]([N:16]2[C:21]3[C:22]4[CH:28]=[CH:27][N:26]([CH2:29][O:30][CH2:31][CH2:32][Si:33]([CH3:34])([CH3:35])[CH3:36])[C:23]=4[N:24]=[CH:25][C:20]=3[C:19](=[O:37])[N:18]([CH3:40])[CH2:17]2)[CH2:12][CH2:11]1)([C:4]([CH3:5])([CH3:6])[CH3:7])([CH3:3])[CH3:2]. (2) Given the reactants Cl[C:2]1[N:7]=[C:6]([S:8][CH3:9])[N:5]=[C:4]([NH:10][C:11]2[CH:12]=[C:13]3[C:17](=[CH:18][CH:19]=2)[NH:16][N:15]=[CH:14]3)[C:3]=1[O:20][CH3:21].[CH3:22][OH:23], predict the reaction product. The product is: [CH3:21][O:20][C:3]1[C:4]([NH:10][C:11]2[CH:12]=[C:13]3[C:17](=[CH:18][CH:19]=2)[NH:16][N:15]=[CH:14]3)=[N:5][C:6]([S:8][CH3:9])=[N:7][C:2]=1[O:23][CH3:22]. (3) Given the reactants [CH3:1][CH:2]1[N:7]2[C:8]3[N:14]=[C:13]([C:15]([O-:17])=[O:16])[CH:12]=[CH:11][C:9]=3[CH:10]=[C:6]2[C:5](=[O:18])[NH:4][CH2:3]1.[OH-].[Na+].Cl, predict the reaction product. The product is: [CH3:1][CH:2]1[N:7]2[C:8]3[N:14]=[C:13]([C:15]([OH:17])=[O:16])[CH:12]=[CH:11][C:9]=3[CH:10]=[C:6]2[C:5](=[O:18])[NH:4][CH2:3]1. (4) Given the reactants Br[CH2:2][C:3]1[C:4]([C:9]2[C:14]([Cl:15])=[CH:13][CH:12]=[CH:11][C:10]=2[Cl:16])=[N:5][O:6][C:7]=1[CH3:8].C[O:18][C:19](=[O:32])[CH2:20][O:21][C:22]1[CH:30]=[CH:29][C:28]([SH:31])=[C:27]2[C:23]=1[CH2:24][CH2:25][CH2:26]2, predict the reaction product. The product is: [Cl:16][C:10]1[CH:11]=[CH:12][CH:13]=[C:14]([Cl:15])[C:9]=1[C:4]1[C:3]([CH2:2][S:31][C:28]2[CH:29]=[CH:30][C:22]([O:21][CH2:20][C:19]([OH:32])=[O:18])=[C:23]3[C:27]=2[CH2:26][CH2:25][CH2:24]3)=[C:7]([CH3:8])[O:6][N:5]=1. (5) Given the reactants Cl[C:2]1[C:7]([CH:8]([CH3:10])[CH3:9])=[C:6]([O:11][CH3:12])[N:5]=[C:4]([O:13][CH3:14])[N:3]=1.[Br:15][C:16]1[CH:17]=[C:18]([CH2:23][C:24]#[N:25])[CH:19]=[C:20]([CH3:22])[CH:21]=1.[H-].[Na+].[Cl-].[NH4+], predict the reaction product. The product is: [Br:15][C:16]1[CH:17]=[C:18]([CH:23]([C:2]2[C:7]([CH:8]([CH3:10])[CH3:9])=[C:6]([O:11][CH3:12])[N:5]=[C:4]([O:13][CH3:14])[N:3]=2)[C:24]#[N:25])[CH:19]=[C:20]([CH3:22])[CH:21]=1. (6) The product is: [N:2]1([O:1][C:13]([N:7]2[CH2:12][CH2:11][O:10][CH2:9][CH2:8]2)=[O:14])[CH:6]=[CH:5][N:4]=[CH:3]1. Given the reactants [OH:1][N:2]1[CH:6]=[CH:5][N:4]=[CH:3]1.[N:7]1([C:13](Cl)=[O:14])[CH2:12][CH2:11][O:10][CH2:9][CH2:8]1, predict the reaction product. (7) The product is: [CH3:23][CH:24]([N:1]1[CH:5]=[C:4]([C:6]2[CH:11]=[CH:10][N:9]=[C:8]3[N:12]([CH2:15][O:16][CH2:17][CH2:18][Si:19]([CH3:22])([CH3:21])[CH3:20])[CH:13]=[CH:14][C:7]=23)[CH:3]=[N:2]1)[CH2:25][CH2:26][CH3:27]. Given the reactants [NH:1]1[CH:5]=[C:4]([C:6]2[CH:11]=[CH:10][N:9]=[C:8]3[N:12]([CH2:15][O:16][CH2:17][CH2:18][Si:19]([CH3:22])([CH3:21])[CH3:20])[CH:13]=[CH:14][C:7]=23)[CH:3]=[N:2]1.[CH3:23][CH:24](N1C=C(C2C=CN=C3N(OCC[Si](C)(C)C)C(C)=CC=23)C=N1)[CH2:25][CH2:26][CH3:27].CN(C=O)C.[H-].[Na+].BrC(CCC)C, predict the reaction product. (8) Given the reactants [F:1][CH:2]([F:10])[C:3]1[CH:4]=[C:5]([CH:7]=[CH:8][CH:9]=1)[NH2:6].[O-:11][C:12]#[N:13].[Na+], predict the reaction product. The product is: [F:1][CH:2]([F:10])[C:3]1[CH:4]=[C:5]([NH:6][C:12]([NH2:13])=[O:11])[CH:7]=[CH:8][CH:9]=1. (9) Given the reactants [NH2:1][C:2]1[CH:7]=[C:6]([C:8]([C:10]2[C:14]3[CH:15]=[N:16][CH:17]=[CH:18][C:13]=3[N:12]([CH:19]([CH3:21])[CH3:20])[N:11]=2)=[O:9])[CH:5]=[CH:4][N:3]=1.[C:22]([C:24]1[CH:29]=[CH:28][C:27]([CH2:30][C:31](O)=[O:32])=[CH:26][CH:25]=1)#[N:23].CN(C(ON1N=NC2C=CC=NC1=2)=[N+](C)C)C.F[P-](F)(F)(F)(F)F, predict the reaction product. The product is: [C:22]([C:24]1[CH:29]=[CH:28][C:27]([CH2:30][C:31]([NH:1][C:2]2[CH:7]=[C:6]([C:8]([C:10]3[C:14]4[CH:15]=[N:16][CH:17]=[CH:18][C:13]=4[N:12]([CH:19]([CH3:21])[CH3:20])[N:11]=3)=[O:9])[CH:5]=[CH:4][N:3]=2)=[O:32])=[CH:26][CH:25]=1)#[N:23].